Regression. Given two drug SMILES strings and cell line genomic features, predict the synergy score measuring deviation from expected non-interaction effect. From a dataset of NCI-60 drug combinations with 297,098 pairs across 59 cell lines. (1) Drug 1: C1C(C(OC1N2C=NC3=C2NC=NCC3O)CO)O. Drug 2: C(CCl)NC(=O)N(CCCl)N=O. Synergy scores: CSS=-3.25, Synergy_ZIP=-1.62, Synergy_Bliss=-5.50, Synergy_Loewe=-5.50, Synergy_HSA=-5.76. Cell line: HT29. (2) Drug 1: CCC(=C(C1=CC=CC=C1)C2=CC=C(C=C2)OCCN(C)C)C3=CC=CC=C3.C(C(=O)O)C(CC(=O)O)(C(=O)O)O. Drug 2: C1CN1C2=NC(=NC(=N2)N3CC3)N4CC4. Cell line: NCI-H322M. Synergy scores: CSS=2.02, Synergy_ZIP=-0.254, Synergy_Bliss=-0.756, Synergy_Loewe=-1.64, Synergy_HSA=-1.33.